Dataset: Catalyst prediction with 721,799 reactions and 888 catalyst types from USPTO. Task: Predict which catalyst facilitates the given reaction. (1) Reactant: B(Br)(Br)Br.[Cl:5][C:6]1[CH:11]=[C:10]([O:12]C)[CH:9]=[C:8]([O:14]C)[CH:7]=1. Product: [Cl:5][C:6]1[CH:11]=[C:10]([OH:12])[CH:9]=[C:8]([OH:14])[CH:7]=1. The catalyst class is: 2. (2) Reactant: [CH2:1]([O:4][C:5](=[O:32])[N:6]([CH2:16][C:17]1([CH2:23][O:24][C:25]2[CH:30]=[CH:29][C:28]([F:31])=[CH:27][N:26]=2)[CH2:22][CH2:21][NH:20][CH2:19][CH2:18]1)[C@@H:7]1[CH2:9][C@H:8]1[C:10]1[CH:15]=[CH:14][CH:13]=[CH:12][CH:11]=1)[CH:2]=[CH2:3].[C:33]([O:37][CH3:38])(=[O:36])[CH:34]=[CH2:35].C(N(CC)C(C)C)(C)C. Product: [CH2:1]([O:4][C:5]([N:6]([CH2:16][C:17]1([CH2:23][O:24][C:25]2[CH:30]=[CH:29][C:28]([F:31])=[CH:27][N:26]=2)[CH2:18][CH2:19][N:20]([CH2:35][CH2:34][C:33]([O:37][CH3:38])=[O:36])[CH2:21][CH2:22]1)[C@@H:7]1[CH2:9][C@H:8]1[C:10]1[CH:11]=[CH:12][CH:13]=[CH:14][CH:15]=1)=[O:32])[CH:2]=[CH2:3]. The catalyst class is: 10. (3) Reactant: [NH:1]([C:3]1[N:8]=[C:7]([CH3:9])[N:6]=[C:5]([C@@H:10]2[CH2:12][C@H:11]2[C:13]2[N:17]([CH3:18])[C:16]3[CH:19]=[CH:20][CH:21]=[CH:22][C:15]=3[N:14]=2)[CH:4]=1)[NH2:2].CN(C)[C:25](=[N:27][C:28](=O)[CH2:29][O:30][CH3:31])[CH3:26]. Product: [CH3:31][O:30][CH2:29][C:28]1[N:1]([C:3]2[N:8]=[C:7]([CH3:9])[N:6]=[C:5]([C@@H:10]3[CH2:12][C@H:11]3[C:13]3[N:17]([CH3:18])[C:16]4[CH:19]=[CH:20][CH:21]=[CH:22][C:15]=4[N:14]=3)[CH:4]=2)[N:2]=[C:25]([CH3:26])[N:27]=1. The catalyst class is: 15. (4) Reactant: C(N(CC)C(C)C)(C)C.[Cl:10][C:11]1[N:16]=[N:15][C:14]([NH:17][S:18]([C:21]2[CH:26]=[CH:25][C:24]([CH3:27])=[CH:23][CH:22]=2)(=[O:20])=[O:19])=[CH:13][CH:12]=1.I[CH2:29][C:30]([NH2:32])=[O:31]. Product: [Cl:10][C:11]1[CH:12]=[CH:13][C:14](=[N:17][S:18]([C:21]2[CH:26]=[CH:25][C:24]([CH3:27])=[CH:23][CH:22]=2)(=[O:20])=[O:19])[N:15]([CH2:29][C:30]([NH2:32])=[O:31])[N:16]=1. The catalyst class is: 18.